Task: Predict the reactants needed to synthesize the given product.. Dataset: Full USPTO retrosynthesis dataset with 1.9M reactions from patents (1976-2016) Given the product [I:20][CH2:6][CH:7]1[CH2:12][CH2:11][N:10]([C:13]([O:15][C:16]([CH3:19])([CH3:18])[CH3:17])=[O:14])[CH2:9][CH2:8]1, predict the reactants needed to synthesize it. The reactants are: CS(O[CH2:6][CH:7]1[CH2:12][CH2:11][N:10]([C:13]([O:15][C:16]([CH3:19])([CH3:18])[CH3:17])=[O:14])[CH2:9][CH2:8]1)(=O)=O.[I-:20].[Na+].